From a dataset of Reaction yield outcomes from USPTO patents with 853,638 reactions. Predict the reaction yield, written as a fraction of the theoretical maximum amount of product (1.0 means a 100% yield; for example, 0.34 means a 34% yield). (1) The reactants are [F:1][C:2]1[CH:28]=[C:27]([F:29])[CH:26]=[CH:25][C:3]=1[O:4][C:5]1[CH:12]=[CH:11][C:8]([CH:9]=O)=[CH:7][C:6]=1[C:13]1[C:21]2[C:16](=[C:17]([O:22][CH3:23])[N:18]=[CH:19][CH:20]=2)[N:15]([CH3:24])[CH:14]=1.[NH:30]1[CH2:35][CH2:34][CH:33]([NH:36][C:37](=[O:43])[O:38][C:39]([CH3:42])([CH3:41])[CH3:40])[CH2:32][CH2:31]1.C(O)(=O)C.C(O[BH-](OC(=O)C)OC(=O)C)(=O)C.[Na+]. The yield is 1.00. The product is [F:1][C:2]1[CH:28]=[C:27]([F:29])[CH:26]=[CH:25][C:3]=1[O:4][C:5]1[CH:12]=[CH:11][C:8]([CH2:9][N:30]2[CH2:31][CH2:32][CH:33]([NH:36][C:37](=[O:43])[O:38][C:39]([CH3:41])([CH3:40])[CH3:42])[CH2:34][CH2:35]2)=[CH:7][C:6]=1[C:13]1[C:21]2[C:16](=[C:17]([O:22][CH3:23])[N:18]=[CH:19][CH:20]=2)[N:15]([CH3:24])[CH:14]=1. The catalyst is ClCCl. (2) The product is [OH:21][C:13]1[CH:14]=[CH:15][C:16]([N+:18]([O-:20])=[O:19])=[CH:17][C:12]=1[NH:11][C:27]([NH:24][C:4]1[S:5][CH:6]=[CH:7][C:3]=1[O:2][CH3:1])=[O:30]. The catalyst is C1C=CC=CC=1. The yield is 0.410. The reactants are [CH3:1][O:2][C:3]1[CH:7]=[CH:6][S:5][C:4]=1C(O)=O.[NH2:11][C:12]1[CH:17]=[C:16]([N+:18]([O-:20])=[O:19])[CH:15]=[CH:14][C:13]=1[OH:21].C([N:24]([CH2:27]C)CC)C.P(N=[N+]=[N-])(OC1C=CC=CC=1)(OC1C=CC=CC=1)=[O:30]. (3) The reactants are [CH3:1][O:2][C:3](=[O:35])[C@H:4]([NH:24]C(OCC1C=CC=CC=1)=O)[CH2:5][C:6]1[CH:7]=[C:8]2[C:12](=[CH:13][CH:14]=1)[N:11]([S:15]([CH2:18][CH2:19][Si:20]([CH3:23])([CH3:22])[CH3:21])(=[O:17])=[O:16])[N:10]=[CH:9]2.[H][H]. The catalyst is [Pd].CO. The product is [CH3:1][O:2][C:3](=[O:35])[C@H:4]([NH2:24])[CH2:5][C:6]1[CH:7]=[C:8]2[C:12](=[CH:13][CH:14]=1)[N:11]([S:15]([CH2:18][CH2:19][Si:20]([CH3:23])([CH3:22])[CH3:21])(=[O:16])=[O:17])[N:10]=[CH:9]2. The yield is 0.960. (4) The reactants are [CH2:1]([NH:8][CH2:9][CH2:10][NH:11][C:12](=[O:18])[O:13][C:14]([CH3:17])([CH3:16])[CH3:15])[C:2]1[CH:7]=[CH:6][CH:5]=[CH:4][CH:3]=1.[CH2:19]=O. The catalyst is C([O-])(O)=O.[Na+]. The product is [CH2:1]([N:8]([CH3:19])[CH2:9][CH2:10][NH:11][C:12](=[O:18])[O:13][C:14]([CH3:15])([CH3:17])[CH3:16])[C:2]1[CH:7]=[CH:6][CH:5]=[CH:4][CH:3]=1. The yield is 0.468. (5) The reactants are Br[C:2]1[CH:9]=[CH:8][C:5]([CH:6]=[O:7])=[CH:4][CH:3]=1.[CH2:10](B(O)O)[CH3:11]. No catalyst specified. The product is [CH2:10]([C:2]1[CH:9]=[CH:8][C:5]([CH:6]=[O:7])=[CH:4][CH:3]=1)[CH3:11]. The yield is 0.510. (6) The reactants are [O:1]=[C:2]1[C:10]2[C:5](=[CH:6][CH:7]=[CH:8][CH:9]=2)[C:4](=[O:11])[N:3]1[CH2:12][C:13](=O)[C:14]([O:16]CC)=O.[CH3:20]/[C:21](/[NH2:24])=[N:22]/[NH2:23].Cl. The catalyst is CCO. The product is [CH3:20][C:21]1[NH:24][C:14](=[O:16])[C:13]([CH2:12][N:3]2[C:4](=[O:11])[C:5]3[C:10](=[CH:9][CH:8]=[CH:7][CH:6]=3)[C:2]2=[O:1])=[N:23][N:22]=1. The yield is 0.730. (7) The reactants are ClCCl.[C:4]([Si:8]([CH3:11])([CH3:10])Cl)([CH3:7])([CH3:6])[CH3:5].[N:12]([C@@H:15]1[CH2:20][C@H:19]([OH:21])[C@@H:18]([CH2:22][OH:23])[O:17][CH2:16]1)=[N+:13]=[N-:14].C(N(CC)CC)C. The catalyst is C(Cl)(Cl)Cl. The product is [N:12]([C@@H:15]1[CH2:20][C@H:19]([OH:21])[C@@H:18]([CH2:22][O:23][Si:8]([C:4]([CH3:7])([CH3:6])[CH3:5])([CH3:11])[CH3:10])[O:17][CH2:16]1)=[N+:13]=[N-:14]. The yield is 0.890. (8) The yield is 0.556. The catalyst is C(O)C.S([O-])([O-])(=O)=O.[Ag+2]. The reactants are [NH2:1][C:2]1[CH:11]=[C:10]([Cl:12])[CH:9]=[CH:8][C:3]=1[C:4]([O:6][CH3:7])=[O:5].[I:13]I. The product is [NH2:1][C:2]1[CH:11]=[C:10]([Cl:12])[C:9]([I:13])=[CH:8][C:3]=1[C:4]([O:6][CH3:7])=[O:5].